This data is from Reaction yield outcomes from USPTO patents with 853,638 reactions. The task is: Predict the reaction yield, written as a fraction of the theoretical maximum amount of product (1.0 means a 100% yield; for example, 0.34 means a 34% yield). (1) The reactants are [Cl:1][C:2]1[CH:3]=[C:4]([C:9](=[O:14])[C:10]([F:13])([F:12])[F:11])[CH:5]=[C:6]([Cl:8])[CH:7]=1.[BH4-].[Na+].[OH-].[Na+].[Cl-].[NH4+]. The catalyst is CO. The product is [Cl:1][C:2]1[CH:3]=[C:4]([CH:9]([OH:14])[C:10]([F:11])([F:12])[F:13])[CH:5]=[C:6]([Cl:8])[CH:7]=1. The yield is 0.790. (2) The reactants are [Cl:1][C:2]1[C:10]2[C:6](=[CH:7][N:8]([CH2:11][CH2:12][C:13]#[C:14][Si](C)(C)C)[N:9]=2)[CH:5]=[CH:4][CH:3]=1.ClC1C=CC=C2C=1N(CCC#C[Si](C)(C)C)N=C2. No catalyst specified. The product is [CH2:11]([N:8]1[CH:7]=[C:6]2[C:10]([C:2]([Cl:1])=[CH:3][CH:4]=[CH:5]2)=[N:9]1)[CH2:12][C:13]#[CH:14]. The yield is 0.230. (3) The reactants are C[Sn](C)(C)[C:3]1[CH:17]=[CH:16][C:6]([O:7][CH:8]2[CH:13]3[CH2:14][CH2:15][N:10]([CH2:11][CH2:12]3)[CH2:9]2)=[CH:5][CH:4]=1.[I:20][C:21]1[CH:38]=[CH:37][C:24]2[N:25]3[CH2:31][N:29]([CH2:30][C:23]=2[CH:22]=1)[C:28]1[CH:32]=[CH:33][C:34](I)=[CH:35][C:27]=1[CH2:26]3.CC1C=CC=CC=1P(C1C=CC=CC=1C)C1C=CC=CC=1C.[C:61]([OH:68])(=[O:67])/[CH:62]=[CH:63]/[C:64]([OH:66])=[O:65]. The catalyst is CN(C=O)C.CCOC(C)=O.CO.C1C=CC(/C=C/C(/C=C/C2C=CC=CC=2)=O)=CC=1.C1C=CC(/C=C/C(/C=C/C2C=CC=CC=2)=O)=CC=1.C1C=CC(/C=C/C(/C=C/C2C=CC=CC=2)=O)=CC=1.[Pd].[Pd]. The product is [C:61]([OH:68])(=[O:67])/[CH:62]=[CH:63]/[C:64]([OH:66])=[O:65].[N:10]12[CH2:15][CH2:14][CH:13]([CH2:12][CH2:11]1)[CH:8]([O:7][C:6]1[CH:16]=[CH:17][C:3]([C:34]3[CH:33]=[CH:32][C:28]4[N:29]5[CH2:31][N:25]([CH2:26][C:27]=4[CH:35]=3)[C:24]3[CH:37]=[CH:38][C:21]([I:20])=[CH:22][C:23]=3[CH2:30]5)=[CH:4][CH:5]=1)[CH2:9]2. The yield is 0.740. (4) The reactants are [Br:1][CH2:2][C:3]1[CH:12]=[N:11][C:10]2[C:9](Cl)=[N:8][C:7]([Cl:14])=[N:6][C:5]=2[CH:4]=1.[NH:15]1[CH2:20][CH2:19][O:18][CH2:17][CH2:16]1.C(N(CC)CC)C.C([O-])(O)=O.[Na+]. The catalyst is O1CCCC1. The product is [Br:1][CH2:2][C:3]1[CH:12]=[N:11][C:10]2[C:9]([N:15]3[CH2:20][CH2:19][O:18][CH2:17][CH2:16]3)=[N:8][C:7]([Cl:14])=[N:6][C:5]=2[CH:4]=1. The yield is 0.870. (5) The product is [CH:16]1([C:22]([C:13]2[S:12][C:11]([C:3]3[C:2]([CH3:1])=[C:6]([C:7]([F:8])([F:10])[F:9])[O:5][N:4]=3)=[CH:15][CH:14]=2)=[O:23])[CH2:21][CH2:20][CH2:19][CH2:18][CH2:17]1. The catalyst is ClCCl. The reactants are [CH3:1][C:2]1[C:3]([C:11]2[S:12][CH:13]=[CH:14][CH:15]=2)=[N:4][O:5][C:6]=1[C:7]([F:10])([F:9])[F:8].[CH:16]1([C:22](Cl)=[O:23])[CH2:21][CH2:20][CH2:19][CH2:18][CH2:17]1. The yield is 0.350.